This data is from Peptide-MHC class I binding affinity with 185,985 pairs from IEDB/IMGT. The task is: Regression. Given a peptide amino acid sequence and an MHC pseudo amino acid sequence, predict their binding affinity value. This is MHC class I binding data. (1) The peptide sequence is SSSLDQTHIK. The MHC is HLA-A33:01 with pseudo-sequence HLA-A33:01. The binding affinity (normalized) is 0.0605. (2) The peptide sequence is KEKDMTKEF. The MHC is HLA-B39:01 with pseudo-sequence HLA-B39:01. The binding affinity (normalized) is 0.0847.